From a dataset of Catalyst prediction with 721,799 reactions and 888 catalyst types from USPTO. Predict which catalyst facilitates the given reaction. Reactant: ClC1C=CC=C(C(OO)=[O:9])C=1.[CH3:12][O:13][CH2:14][O:15][CH2:16][C:17]([CH2:19][CH3:20])=[CH2:18]. Product: [CH2:19]([C:17]1([CH2:16][O:15][CH2:14][O:13][CH3:12])[CH2:18][O:9]1)[CH3:20]. The catalyst class is: 2.